From a dataset of Peptide-MHC class I binding affinity with 185,985 pairs from IEDB/IMGT. Regression. Given a peptide amino acid sequence and an MHC pseudo amino acid sequence, predict their binding affinity value. This is MHC class I binding data. (1) The binding affinity (normalized) is 0.0847. The peptide sequence is YEDQLHRAS. The MHC is HLA-A01:01 with pseudo-sequence HLA-A01:01. (2) The peptide sequence is LVTSFLLMIV. The MHC is HLA-A02:01 with pseudo-sequence HLA-A02:01. The binding affinity (normalized) is 0.385. (3) The peptide sequence is KSLGIDQIW. The MHC is HLA-A30:01 with pseudo-sequence HLA-A30:01. The binding affinity (normalized) is 0.0847. (4) The peptide sequence is ALLKHRFEI. The MHC is HLA-A02:01 with pseudo-sequence HLA-A02:01. The binding affinity (normalized) is 0.621. (5) The peptide sequence is AVRQKSRWI. The MHC is HLA-A03:01 with pseudo-sequence HLA-A03:01. The binding affinity (normalized) is 0.0847. (6) The peptide sequence is SFYCDPKRFF. The MHC is HLA-A29:02 with pseudo-sequence HLA-A29:02. The binding affinity (normalized) is 0.533.